Dataset: Forward reaction prediction with 1.9M reactions from USPTO patents (1976-2016). Task: Predict the product of the given reaction. (1) Given the reactants [CH3:1][S:2]([C:5]1[O:9][C:8]([C:10]([OH:12])=O)=[CH:7][CH:6]=1)(=[O:4])=[O:3].CN([C:16]([O:20][N:21]1N=NC2C=CC=C[C:22]1=2)=[N+](C)C)C.F[P-](F)(F)(F)(F)F.CCN(C(C)C)C(C)C.Cl.CNOC, predict the reaction product. The product is: [CH3:16][O:20][N:21]([CH3:22])[C:10]([C:8]1[O:9][C:5]([S:2]([CH3:1])(=[O:3])=[O:4])=[CH:6][CH:7]=1)=[O:12]. (2) Given the reactants [F:1][C:2]([F:31])([F:30])[C:3]1N=CC(CC[N:11]2[C:19]3[CH:18]=[CH:17][C:16]([O:20][C:21]([F:24])([F:23])[F:22])=[CH:15][C:14]=3[C:13]3[CH2:25][N:26]([CH3:29])[CH2:27][CH2:28][C:12]2=3)=CC=1.[OH-:32].[K+].FC(F)(F)C1C=CC(C=C)=CN=1.[OH2:46], predict the reaction product. The product is: [CH3:29][N:26]1[CH2:27][CH2:28][C:12]2[NH:11][C:19]3[CH:18]=[CH:17][C:16]([O:20][C:21]([F:24])([F:22])[F:23])=[CH:15][C:14]=3[C:13]=2[CH2:25]1.[C:3]([OH:46])([C:2]([F:31])([F:30])[F:1])=[O:32]. (3) Given the reactants Cl[S:2]([N:5]=C=O)(=[O:4])=[O:3].C(O)=O.[NH2:11][CH2:12][C:13]1[CH:14]=[CH:15][C:16]2[S:21][C:20]3[N:22]=[CH:23][CH:24]=[N:25][C:19]=3[NH:18][C:17]=2[CH:26]=1.C(=O)([O-])[O-].[K+].[K+], predict the reaction product. The product is: [N:25]1[C:19]2[NH:18][C:17]3[CH:26]=[C:13]([CH2:12][NH:11][S:2]([NH2:5])(=[O:4])=[O:3])[CH:14]=[CH:15][C:16]=3[S:21][C:20]=2[N:22]=[CH:23][CH:24]=1. (4) Given the reactants O[C:2]1([C:8]2[S:16][C:15]3[C:14](=[O:17])[N:13]([C:18]4[CH:23]=[CH:22][C:21]([N:24]5[CH2:30][CH2:29][CH2:28][N:27]([CH3:31])[CH2:26][CH2:25]5)=[CH:20][CH:19]=4)[CH:12]=[N:11][C:10]=3[CH:9]=2)[CH2:6][CH2:5][O:4][CH:3]1[CH3:7].C1(C)C=CC(S(O)(=O)=O)=CC=1, predict the reaction product. The product is: [CH3:31][N:27]1[CH2:28][CH2:29][CH2:30][N:24]([C:21]2[CH:22]=[CH:23][C:18]([N:13]3[C:14](=[O:17])[C:15]4[S:16][C:8]([C:2]5[CH:3]([CH3:7])[O:4][CH2:5][CH:6]=5)=[CH:9][C:10]=4[N:11]=[CH:12]3)=[CH:19][CH:20]=2)[CH2:25][CH2:26]1. (5) Given the reactants [CH:1]([O:4][C:5]1[CH:10]=[CH:9][C:8]([CH2:11][CH2:12][C:13](OCC)=[O:14])=[C:7]([O:18][C:19]2[CH:24]=[CH:23][C:22]([C:25]([F:28])([F:27])[F:26])=[CH:21][N:20]=2)[CH:6]=1)([CH3:3])[CH3:2].[H-].[Al+3].[Li+].[H-].[H-].[H-].O.O.O.O.O.O.O.O.O.O.S([O-])([O-])(=O)=O.[Na+].[Na+], predict the reaction product. The product is: [CH:1]([O:4][C:5]1[CH:10]=[CH:9][C:8]([CH2:11][CH2:12][CH2:13][OH:14])=[C:7]([O:18][C:19]2[CH:24]=[CH:23][C:22]([C:25]([F:28])([F:26])[F:27])=[CH:21][N:20]=2)[CH:6]=1)([CH3:3])[CH3:2]. (6) Given the reactants [CH2:1]([O:4][C:5]1[C:14](C)=[CH:13][C:8]([C:9]([NH:11][OH:12])=[NH:10])=[CH:7][C:6]=1C)[CH:2]=[CH2:3].OC1C=CC(C#N)=CC=1, predict the reaction product. The product is: [CH2:1]([O:4][C:5]1[CH:14]=[CH:13][C:8]([C:9]([NH:11][OH:12])=[NH:10])=[CH:7][CH:6]=1)[CH:2]=[CH2:3]. (7) Given the reactants [H-].[Al+3].[Li+].[H-].[H-].[H-].[Br:7][C:8]1[CH:9]=[CH:10][C:11]([C:14]([N:16]2[CH2:21][CH2:20][CH2:19][CH2:18][CH2:17]2)=O)=[N:12][CH:13]=1, predict the reaction product. The product is: [Br:7][C:8]1[CH:9]=[CH:10][C:11]([CH2:14][N:16]2[CH2:21][CH2:20][CH2:19][CH2:18][CH2:17]2)=[N:12][CH:13]=1. (8) Given the reactants [OH-].[Na+].[OH:3][C:4]1[CH:9]=[CH:8][C:7]([CH3:10])=[CH:6][C:5]=1[CH:11]([C:15]1[CH:20]=[CH:19][CH:18]=[CH:17][CH:16]=1)[CH2:12][CH2:13][OH:14].[CH2:21](Cl)[C:22]1[CH:27]=[CH:26][CH:25]=[CH:24][CH:23]=1.C1CCCCC1.CC(C)=O, predict the reaction product. The product is: [CH2:21]([O:3][C:4]1[CH:9]=[CH:8][C:7]([CH3:10])=[CH:6][C:5]=1[CH:11]([C:15]1[CH:16]=[CH:17][CH:18]=[CH:19][CH:20]=1)[CH2:12][CH2:13][OH:14])[C:22]1[CH:27]=[CH:26][CH:25]=[CH:24][CH:23]=1. (9) The product is: [F:21][C:22]1[N:26]([CH:27]([CH3:28])[CH3:29])[N:25]=[CH:24][C:23]=1[C:5]1[NH:6][C:7]2[N:8]([N:11]=[CH:12][C:13]=2[C:14]#[N:15])[C:9](=[O:10])[C:4]=1[CH:1]([CH3:3])[CH3:2]. Given the reactants [CH:1]([C:4]1[C:9](=[O:10])[N:8]2[N:11]=[CH:12][C:13]([C:14]#[N:15])=[C:7]2[NH:6][C:5]=1C1C=NNC=1)([CH3:3])[CH3:2].[F:21][C:22]1[N:26]([CH:27]([CH3:29])[CH3:28])[N:25]=[CH:24][C:23]=1B1OC(C)(C)C(C)(C)O1, predict the reaction product.